Dataset: Full USPTO retrosynthesis dataset with 1.9M reactions from patents (1976-2016). Task: Predict the reactants needed to synthesize the given product. (1) Given the product [NH2:1][C:2]1[O:6][N:5]=[C:4]([C:7]2[CH:12]=[CH:11][CH:10]=[CH:9][C:8]=2[Cl:13])[C:3]=1[C:14]([N:42]1[CH2:41][CH2:40][N:39]([C:45]2[CH:46]=[CH:47][C:48]([OH:51])=[CH:49][CH:50]=2)[CH2:44][CH2:43]1)=[O:16], predict the reactants needed to synthesize it. The reactants are: [NH2:1][C:2]1[O:6][N:5]=[C:4]([C:7]2[CH:12]=[CH:11][CH:10]=[CH:9][C:8]=2[Cl:13])[C:3]=1[C:14]([OH:16])=O.Cl.C(N=C=NCCCN(C)C)C.OC1C2N=NNC=2C=CC=1.[N:39]1([C:45]2[CH:50]=[CH:49][C:48]([OH:51])=[CH:47][CH:46]=2)[CH2:44][CH2:43][NH:42][CH2:41][CH2:40]1. (2) Given the product [NH2:26][C:27]1[CH:32]=[CH:31][CH:30]=[CH:29][C:28]=1[S:33][CH:17]([C:18]1[CH:23]=[CH:22][C:21]([Cl:24])=[C:20]([Cl:25])[CH:19]=1)[C@@H:12]([C:13]([O:15][CH3:16])=[O:14])[NH:11][C:9]([O:8][CH2:1][C:2]1[CH:7]=[CH:6][CH:5]=[CH:4][CH:3]=1)=[O:10], predict the reactants needed to synthesize it. The reactants are: [CH2:1]([O:8][C:9]([NH:11]/[C:12](=[CH:17]\[C:18]1[CH:23]=[CH:22][C:21]([Cl:24])=[C:20]([Cl:25])[CH:19]=1)/[C:13]([O:15][CH3:16])=[O:14])=[O:10])[C:2]1[CH:7]=[CH:6][CH:5]=[CH:4][CH:3]=1.[NH2:26][C:27]1[CH:32]=[CH:31][CH:30]=[CH:29][C:28]=1[SH:33].C(N(CC)CC)C. (3) Given the product [O:17]=[C:18]([OH:30])[C@@H:19]([C@H:21]([C@H:23]([C@@H:25]([C:27]([OH:29])=[O:28])[OH:26])[OH:24])[OH:22])[OH:20].[CH3:1][NH:2][CH:3]([CH2:5]/[CH:6]=[CH:7]/[C:8]1[CH:9]=[N:10][CH:11]=[C:12]([O:14][CH2:15][CH3:16])[CH:13]=1)[CH3:4].[CH3:1][NH:2][CH:3]([CH2:5]/[CH:6]=[CH:7]/[C:8]1[CH:9]=[N:10][CH:11]=[C:12]([O:14][CH2:15][CH3:16])[CH:13]=1)[CH3:4], predict the reactants needed to synthesize it. The reactants are: [CH3:1][NH:2][CH:3]([CH2:5]/[CH:6]=[CH:7]/[C:8]1[CH:9]=[N:10][CH:11]=[C:12]([O:14][CH2:15][CH3:16])[CH:13]=1)[CH3:4].[O:17]=[C:18]([OH:30])[C@@H:19]([C@H:21]([C@H:23]([C@@H:25]([C:27]([OH:29])=[O:28])[OH:26])[OH:24])[OH:22])[OH:20].O.